Dataset: Tyrosyl-DNA phosphodiesterase HTS with 341,365 compounds. Task: Binary Classification. Given a drug SMILES string, predict its activity (active/inactive) in a high-throughput screening assay against a specified biological target. (1) The compound is ClC(Cl)(P(O)([O-])=O)P(O)([O-])=O. The result is 0 (inactive). (2) The drug is O=C1N(CC(C1)C(=O)Nc1ncccc1)c1ccc(OCCC)cc1. The result is 0 (inactive). (3) The result is 0 (inactive). The molecule is S(CCN1CCOCC1)c1[nH]c(=O)c(CC(C)C)c(O)n1. (4) The drug is o1c(c2nn(cc2C(=O)Nc2cc(ccc2)C(O)=O)c2ccccc2)cc2c1cccc2. The result is 0 (inactive). (5) The compound is O(c1ccc(c2c(n(nc2C)Cc2ccccc2)N)cc1)C. The result is 0 (inactive). (6) The compound is S(=O)(=O)(N(CC)CC)c1ccc(cc1)C(OCC(=O)NCc1occc1)=O. The result is 0 (inactive). (7) The compound is O=C(N1CCN(CC1)Cc1n(c2c(n1)cc(NC(=O)CCC)cc2)C)C. The result is 0 (inactive).